Task: Predict the product of the given reaction.. Dataset: Forward reaction prediction with 1.9M reactions from USPTO patents (1976-2016) (1) Given the reactants [CH3:1]C(C)=O.[C:5]([NH:13][C:14]1[CH:15]=[C:16]([CH:20]=[CH:21][CH:22]=1)[C:17]([OH:19])=[O:18])(=[O:12])[C:6]1[CH:11]=[CH:10][CH:9]=[CH:8][CH:7]=1.[OH-].[K+].S(OC)(OC)(=O)=O, predict the reaction product. The product is: [C:5]([N:13]([C:14]1[CH:15]=[C:16]([CH:20]=[CH:21][CH:22]=1)[C:17]([OH:19])=[O:18])[CH3:1])(=[O:12])[C:6]1[CH:7]=[CH:8][CH:9]=[CH:10][CH:11]=1. (2) Given the reactants Br[C:2]1[CH:3]=[CH:4][C:5]([F:21])=[C:6]([C@:8]2([CH3:20])[C:14]([F:16])([F:15])[C:13]([CH3:18])([CH3:17])[O:12][CH2:11][C:10](=[O:19])[NH:9]2)[CH:7]=1.CC1C=CC(S(NN=[C:34]2[CH2:39][CH2:38][O:37][CH2:36][CH2:35]2)(=O)=O)=CC=1.C1(P(C2CCCCC2)C2C=CC=CC=2C2C(C(C)C)=CC(C(C)C)=CC=2C(C)C)CCCCC1.CC(C)([O-])C.[Li+].C(=O)([O-])O.[Na+], predict the reaction product. The product is: [O:37]1[CH2:36][CH:35]=[C:34]([C:2]2[CH:3]=[CH:4][C:5]([F:21])=[C:6]([C@:8]3([CH3:20])[C:14]([F:16])([F:15])[C:13]([CH3:18])([CH3:17])[O:12][CH2:11][C:10](=[O:19])[NH:9]3)[CH:7]=2)[CH2:39][CH2:38]1. (3) Given the reactants [Cl:1][C:2]1[CH:3]=[C:4]([NH:8][C:9]2[N:14]=[C:13]([C:15]([F:18])([F:17])[F:16])[C:12]([C:19]([OH:21])=O)=[CH:11][N:10]=2)[CH:5]=[CH:6][CH:7]=1.[CH3:22][C:23]([CH3:28])([CH3:27])[CH2:24][CH2:25][NH2:26], predict the reaction product. The product is: [CH3:22][C:23]([CH3:28])([CH3:27])[CH2:24][CH2:25][NH:26][C:19]([C:12]1[C:13]([C:15]([F:18])([F:17])[F:16])=[N:14][C:9]([NH:8][C:4]2[CH:5]=[CH:6][CH:7]=[C:2]([Cl:1])[CH:3]=2)=[N:10][CH:11]=1)=[O:21]. (4) Given the reactants [NH:1]([C:3]1[N:8]=[CH:7][N:6]=[C:5]2[N:9]([C:12]3[CH:17]=[CH:16][CH:15]=[CH:14][CH:13]=3)[N:10]=[CH:11][C:4]=12)[NH2:2].[CH:18]([C:20]1[CH:21]=[CH:22][C:23]([NH:26][C:27](=[O:29])[CH3:28])=[N:24][CH:25]=1)=O.C1(N2C3=NC=NC(NN=CC4C=CN=CC=4)=C3C=N2)C=CC=CC=1, predict the reaction product. The product is: [C:12]1([N:9]2[C:5]3=[N:6][CH:7]=[N:8][C:3]([NH:1]/[N:2]=[CH:18]/[C:20]4[CH:21]=[CH:22][C:23]([NH:26][C:27](=[O:29])[CH3:28])=[N:24][CH:25]=4)=[C:4]3[CH:11]=[N:10]2)[CH:17]=[CH:16][CH:15]=[CH:14][CH:13]=1. (5) Given the reactants CCN(C(C)C)C(C)C.[N:10]1([C:14]([C:16]2[CH:36]=[CH:35][C:19]([O:20][C:21]3[CH:22]=[C:23]([CH:27]=[C:28]([O:30][C@@H:31]([CH3:34])[CH2:32][OH:33])[CH:29]=3)[C:24](O)=[O:25])=[C:18]([F:37])[CH:17]=2)=[O:15])[CH2:13][CH2:12][CH2:11]1.[CH3:38][N:39]1[CH:43]=[CH:42][C:41]([NH2:44])=[N:40]1, predict the reaction product. The product is: [N:10]1([C:14]([C:16]2[CH:36]=[CH:35][C:19]([O:20][C:21]3[CH:22]=[C:23]([CH:27]=[C:28]([O:30][C@@H:31]([CH3:34])[CH2:32][OH:33])[CH:29]=3)[C:24]([NH:44][C:41]3[CH:42]=[CH:43][N:39]([CH3:38])[N:40]=3)=[O:25])=[C:18]([F:37])[CH:17]=2)=[O:15])[CH2:11][CH2:12][CH2:13]1. (6) Given the reactants [C:1]([N:11]1[CH2:16][CH:15]=[CH:14][CH2:13][CH2:12]1)([O:3][CH2:4][C:5]1[CH:10]=[CH:9][CH:8]=[CH:7][CH:6]=1)=[O:2].ClC1C=CC=C(C(OO)=[O:25])C=1, predict the reaction product. The product is: [C:1]([N:11]1[CH2:12][CH2:13][CH:14]2[O:25][CH:15]2[CH2:16]1)([O:3][CH2:4][C:5]1[CH:10]=[CH:9][CH:8]=[CH:7][CH:6]=1)=[O:2]. (7) Given the reactants [O:1]=[C:2]([N:15]1[CH2:20][CH2:19][CH2:18][CH2:17][C@@H:16]1[CH:21]=[CH2:22])[C@@H:3]([NH:7][C:8](=[O:14])[O:9][C:10]([CH3:13])([CH3:12])[CH3:11])[CH2:4]C=C, predict the reaction product. The product is: [O:1]=[C:2]1[N:15]2[CH2:20][CH2:19][CH2:18][CH2:17][C@@H:16]2[CH:21]=[CH:22][CH2:4][C@@H:3]1[NH:7][C:8](=[O:14])[O:9][C:10]([CH3:11])([CH3:12])[CH3:13]. (8) Given the reactants Br[C:2]1[CH:7]=[CH:6][CH:5]=[CH:4][C:3]=1[C:8]1[CH:13]=[CH:12][CH:11]=[CH:10][CH:9]=1.C([Li])CCC.C([O:22][B:23](OC(C)C)[O:24]C(C)C)(C)C.Cl, predict the reaction product. The product is: [C:3]1([C:8]2[CH:13]=[CH:12][CH:11]=[CH:10][CH:9]=2)[C:2]([B:23]([OH:24])[OH:22])=[CH:7][CH:6]=[CH:5][CH:4]=1. (9) Given the reactants C1C(=O)N([Br:8])C(=O)C1.[OH:9][C:10]1[CH:18]=[CH:17][CH:16]=[CH:15][C:11]=1[CH2:12][CH2:13][OH:14].S([O-])([O-])=S.[Na+].[Na+].O, predict the reaction product. The product is: [Br:8][C:16]1[CH:17]=[CH:18][C:10]([OH:9])=[C:11]([CH2:12][CH2:13][OH:14])[CH:15]=1.